This data is from Full USPTO retrosynthesis dataset with 1.9M reactions from patents (1976-2016). The task is: Predict the reactants needed to synthesize the given product. Given the product [C:21]1([O:20][C:18](=[O:19])[NH:1][C:2]2[O:6][N:5]=[C:4]([CH2:7][CH3:8])[C:3]=2[CH3:9])[CH:26]=[CH:25][CH:24]=[CH:23][CH:22]=1, predict the reactants needed to synthesize it. The reactants are: [NH2:1][C:2]1[O:6][N:5]=[C:4]([CH2:7][CH3:8])[C:3]=1[CH3:9].C(N(CC)CC)C.Cl[C:18]([O:20][C:21]1[CH:26]=[CH:25][CH:24]=[CH:23][CH:22]=1)=[O:19].